This data is from Reaction yield outcomes from USPTO patents with 853,638 reactions. The task is: Predict the reaction yield, written as a fraction of the theoretical maximum amount of product (1.0 means a 100% yield; for example, 0.34 means a 34% yield). (1) The yield is 0.440. The product is [Br:1][C:2]1[CH:3]=[C:4]([Cl:10])[C:5]([CH:8]([OH:9])[CH2:13][CH:12]=[CH2:11])=[N:6][CH:7]=1. The catalyst is C1COCC1.O.[Zn]. The reactants are [Br:1][C:2]1[CH:3]=[C:4]([Cl:10])[C:5]([CH:8]=[O:9])=[N:6][CH:7]=1.[CH2:11](Br)[CH:12]=[CH2:13].[NH4+].[Cl-]. (2) The product is [C:1]1([CH:7]2[CH2:8][CH:9]([NH2:11])[CH2:10]2)[CH:6]=[CH:5][CH:4]=[CH:3][CH:2]=1. The reactants are [C:1]1([CH:7]2[CH2:10][C:9](=[N:11]O)[CH2:8]2)[CH:6]=[CH:5][CH:4]=[CH:3][CH:2]=1.[H-].[Al+3].[Li+].[H-].[H-].[H-].O.[OH-].[Na+]. The catalyst is C1COCC1. The yield is 0.662. (3) The reactants are [C:1]([OH:20])(=[O:19])[CH2:2][CH2:3][CH2:4][CH2:5][CH2:6][CH2:7][CH2:8]/[CH:9]=[CH:10]\[CH2:11][CH2:12][CH2:13][CH2:14][CH2:15][CH2:16][CH2:17][CH3:18].[CH2:21](O)[CH3:22]. No catalyst specified. The product is [C:1]([O:20][CH2:21][CH3:22])(=[O:19])[CH2:2][CH2:3][CH2:4][CH2:5][CH2:6][CH2:7][CH2:8]/[CH:9]=[CH:10]\[CH2:11][CH2:12][CH2:13][CH2:14][CH2:15][CH2:16][CH2:17][CH3:18]. The yield is 0.900. (4) The reactants are [C:1]1([CH3:11])[CH:6]=[CH:5][C:4]([S:7]([Cl:10])(=[O:9])=[O:8])=[CH:3][CH:2]=1.[C:12]([OH:15])(=[O:14])[CH3:13].S(=O)(=O)(O)O. The catalyst is C(OC(=O)C)(=O)C.[O-2].[O-2].[O-2].[Cr+6]. The product is [C:12]([O:15][CH:11]([O:15][C:12](=[O:14])[CH3:13])[C:1]1[CH:2]=[CH:3][C:4]([S:7]([Cl:10])(=[O:9])=[O:8])=[CH:5][CH:6]=1)(=[O:14])[CH3:13]. The yield is 0.210.